Regression. Given two drug SMILES strings and cell line genomic features, predict the synergy score measuring deviation from expected non-interaction effect. From a dataset of NCI-60 drug combinations with 297,098 pairs across 59 cell lines. (1) Cell line: SR. Drug 1: CN(CC1=CN=C2C(=N1)C(=NC(=N2)N)N)C3=CC=C(C=C3)C(=O)NC(CCC(=O)O)C(=O)O. Drug 2: CCN(CC)CCCC(C)NC1=C2C=C(C=CC2=NC3=C1C=CC(=C3)Cl)OC. Synergy scores: CSS=82.1, Synergy_ZIP=0.593, Synergy_Bliss=0.335, Synergy_Loewe=-2.06, Synergy_HSA=0.750. (2) Drug 1: CN(C(=O)NC(C=O)C(C(C(CO)O)O)O)N=O. Drug 2: CC1C(C(CC(O1)OC2CC(CC3=C2C(=C4C(=C3O)C(=O)C5=CC=CC=C5C4=O)O)(C(=O)C)O)N)O. Cell line: M14. Synergy scores: CSS=41.9, Synergy_ZIP=-2.01, Synergy_Bliss=-2.36, Synergy_Loewe=-2.44, Synergy_HSA=-1.17.